Predict the reaction yield, written as a fraction of the theoretical maximum amount of product (1.0 means a 100% yield; for example, 0.34 means a 34% yield). From a dataset of Reaction yield outcomes from USPTO patents with 853,638 reactions. (1) The reactants are [Cl:1][C:2]1[C:7]([OH:8])=[C:6]([I:9])[CH:5]=[C:4]([CH2:10][OH:11])[N:3]=1.[H-].[Na+].Br[CH2:15][C:16]([CH3:18])=[CH2:17]. The catalyst is CN(C=O)C.CCOC(C)=O. The product is [Cl:1][C:2]1[N:3]=[C:4]([CH2:10][OH:11])[CH:5]=[C:6]([I:9])[C:7]=1[O:8][CH2:17][C:16]([CH3:18])=[CH2:15]. The yield is 0.860. (2) The reactants are [CH2:1]([C:3]1[N:13]([CH2:14][C:15]2[CH:20]=[CH:19][C:18]([NH:21][CH:22]3[CH2:27][CH2:26][NH:25][CH2:24][CH2:23]3)=[CH:17][CH:16]=2)[C:6]2=[N:7][C:8]([CH3:12])=[CH:9][C:10]([CH3:11])=[C:5]2[N:4]=1)[CH3:2].C(O)(=O)C.[CH3:32][N:33]1[CH2:38][CH2:37][C:36](=O)[CH2:35][CH2:34]1.C(O[BH-](OC(=O)C)OC(=O)C)(=O)C.[Na+].[OH-].[Na+]. The catalyst is ClC(Cl)C. The product is [CH2:1]([C:3]1[N:13]([CH2:14][C:15]2[CH:20]=[CH:19][C:18]([NH:21][CH:22]3[CH2:27][CH2:26][N:25]([CH:36]4[CH2:37][CH2:38][N:33]([CH3:32])[CH2:34][CH2:35]4)[CH2:24][CH2:23]3)=[CH:17][CH:16]=2)[C:6]2=[N:7][C:8]([CH3:12])=[CH:9][C:10]([CH3:11])=[C:5]2[N:4]=1)[CH3:2]. The yield is 0.590.